Dataset: Forward reaction prediction with 1.9M reactions from USPTO patents (1976-2016). Task: Predict the product of the given reaction. (1) Given the reactants [CH2:1]([O:3][C:4](=[O:23])[C:5]([CH2:11][C:12]1[C:20]2[C:15](=[CH:16][CH:17]=[C:18]([O:21][CH3:22])[CH:19]=2)[NH:14][CH:13]=1)([N+:8]([O-])=O)[CH2:6][CH3:7])[CH3:2], predict the reaction product. The product is: [CH2:1]([O:3][C:4](=[O:23])[C:5]([NH2:8])([CH2:6][CH3:7])[CH2:11][C:12]1[C:20]2[C:15](=[CH:16][CH:17]=[C:18]([O:21][CH3:22])[CH:19]=2)[NH:14][CH:13]=1)[CH3:2]. (2) Given the reactants [Cl:1][C:2]1[CH:7]=[C:6]([CH3:8])[CH:5]=[C:4]([CH3:9])[C:3]=1[N:10]1[CH2:15][CH2:14][CH2:13][CH2:12][C:11]1=[S:16].[C:17](=O)([O:20]C)[O:18][CH3:19].[H-].[Na+].[CH3:25]O, predict the reaction product. The product is: [CH3:19][O:18][C:17]([C:12]1[CH2:13][CH2:14][CH2:15][N:10]([C:3]2[C:4]([CH3:9])=[CH:5][C:6]([CH3:8])=[CH:7][C:2]=2[Cl:1])[C:11]=1[S:16][CH3:25])=[O:20]. (3) Given the reactants FC(F)(F)S(O[C:7]1[C:12]2[O:13][CH:14]([CH2:17][O:18][S:19]([C:22]3[CH:27]=[CH:26][C:25]([CH3:28])=[CH:24][CH:23]=3)(=[O:21])=[O:20])[CH2:15][O:16][C:11]=2[CH:10]=[CH:9][CH:8]=1)(=O)=O.[CH3:31][C:32]1[CH:37]=[CH:36][CH:35]=[C:34]([CH3:38])[C:33]=1B(O)O, predict the reaction product. The product is: [CH3:31][C:32]1[CH:37]=[CH:36][CH:35]=[C:34]([CH3:38])[C:33]=1[C:7]1[C:12]2[O:13][CH:14]([CH2:17][O:18][S:19]([C:22]3[CH:27]=[CH:26][C:25]([CH3:28])=[CH:24][CH:23]=3)(=[O:21])=[O:20])[CH2:15][O:16][C:11]=2[CH:10]=[CH:9][CH:8]=1.